This data is from Reaction yield outcomes from USPTO patents with 853,638 reactions. The task is: Predict the reaction yield, written as a fraction of the theoretical maximum amount of product (1.0 means a 100% yield; for example, 0.34 means a 34% yield). (1) The reactants are C[O:2][C:3](=[O:29])[C:4]1[CH:9]=[CH:8][CH:7]=[CH:6][C:5]=1[NH:10][C:11]1[CH:16]=[CH:15][C:14]([CH2:17][CH2:18][CH2:19][C:20]2[CH:25]=[CH:24][C:23]([NH:26][CH2:27][CH3:28])=[CH:22][CH:21]=2)=[CH:13][CH:12]=1.[OH-].[K+]. The catalyst is CCO. The product is [CH2:27]([NH:26][C:23]1[CH:22]=[CH:21][C:20]([CH2:19][CH2:18][CH2:17][C:14]2[CH:15]=[CH:16][C:11]([NH:10][C:5]3[CH:6]=[CH:7][CH:8]=[CH:9][C:4]=3[C:3]([OH:29])=[O:2])=[CH:12][CH:13]=2)=[CH:25][CH:24]=1)[CH3:28]. The yield is 0.900. (2) The reactants are [CH3:1][C:2]1[CH:3]=[N:4][N:5]([CH2:7][C:8]2[CH:13]=[CH:12][C:11]([CH2:14]O)=[CH:10][CH:9]=2)[CH:6]=1.C(N(CC)CC)C.CS([Cl:27])(=O)=O. The catalyst is ClCCl.C(Cl)(Cl)Cl. The product is [Cl:27][CH2:14][C:11]1[CH:12]=[CH:13][C:8]([CH2:7][N:5]2[CH:6]=[C:2]([CH3:1])[CH:3]=[N:4]2)=[CH:9][CH:10]=1. The yield is 0.600. (3) The reactants are [C:1]([C:5]1[O:9][N:8]=[C:7]([NH:10][C:11]([NH:13][C:14]2[CH:19]=[CH:18][C:17]([O:20][C:21]3[CH:26]=[CH:25][C:24]([NH:27]C(OC(C)(C)C)=O)=[CH:23][CH:22]=3)=[CH:16][CH:15]=2)=[O:12])[CH:6]=1)([CH3:4])([CH3:3])[CH3:2].Cl.O.[OH-].[Na+]. The catalyst is O1CCOCC1.CCOC(C)=O. The product is [C:1]([C:5]1[O:9][N:8]=[C:7]([NH:10][C:11]([NH:13][C:14]2[CH:19]=[CH:18][C:17]([O:20][C:21]3[CH:22]=[CH:23][C:24]([NH2:27])=[CH:25][CH:26]=3)=[CH:16][CH:15]=2)=[O:12])[CH:6]=1)([CH3:4])([CH3:2])[CH3:3]. The yield is 0.660. (4) The yield is 0.170. The reactants are [OH:1][C:2]1([C:13]2[CH:18]=[CH:17][C:16]([CH:19]([CH3:21])[CH3:20])=[CH:15][C:14]=2[OH:22])[C:10](=[O:11])[C:9]2[C:4](=[CH:5][CH:6]=[CH:7][CH:8]=2)[C:3]1=[O:12].[C:23](Cl)(=[O:26])[CH2:24][CH3:25].C(N(CC)CC)C.[CH2:35]1C[O:38][CH2:37][CH2:36]1. The product is [C:23]([O:22][C:14]1[CH:15]=[C:16]([CH:19]([CH3:20])[CH3:21])[CH:17]=[CH:18][C:13]=1[C:2]1([O:1][C:37](=[O:38])[CH2:36][CH3:35])[C:10](=[O:11])[C:9]2[C:4](=[CH:5][CH:6]=[CH:7][CH:8]=2)[C:3]1=[O:12])(=[O:26])[CH2:24][CH3:25]. No catalyst specified. (5) The reactants are [N:1]1[C:10]2[C:5](=[CH:6][CH:7]=[CH:8][CH:9]=2)[CH:4]=[C:3]([C:11]([OH:13])=[O:12])[CH:2]=1.S(Cl)(Cl)=O.[CH3:18]O. No catalyst specified. The product is [N:1]1[C:10]2[C:5](=[CH:6][CH:7]=[CH:8][CH:9]=2)[CH:4]=[C:3]([C:11]([O:13][CH3:18])=[O:12])[CH:2]=1. The yield is -0.990. (6) The catalyst is C(#N)C. The product is [Br:1][C:2]1[CH:3]=[C:4]([NH:10][C:11]2[CH:15]=[C:14]([CH3:16])[N:13]([CH:18]3[CH2:21][O:20][CH2:19]3)[N:12]=2)[C:5](=[O:9])[N:6]([CH3:8])[CH:7]=1. The yield is 0.500. The reactants are [Br:1][C:2]1[CH:3]=[C:4]([NH:10][C:11]2[CH:15]=[C:14]([CH3:16])[NH:13][N:12]=2)[C:5](=[O:9])[N:6]([CH3:8])[CH:7]=1.I[CH:18]1[CH2:21][O:20][CH2:19]1.C([O-])([O-])=O.[Cs+].[Cs+].